The task is: Predict the reaction yield, written as a fraction of the theoretical maximum amount of product (1.0 means a 100% yield; for example, 0.34 means a 34% yield).. This data is from Reaction yield outcomes from USPTO patents with 853,638 reactions. (1) The reactants are Br[CH2:2][C:3]1[CH:7]=[CH:6][S:5][C:4]=1[C:8]([O-:10])=O.[NH3:11].CN([CH:15]=[O:16])C. The catalyst is CO. The product is [NH2:11][CH2:2][C:3]1[CH:7]=[CH:6][S:5][C:4]=1[C:8]([O:16][CH3:15])=[O:10]. The yield is 0.720. (2) The reactants are [Cl:1][C:2]1[CH:3]=[C:4]([NH:9][C:10]2[C:11]3[CH2:18][C:17](=[O:19])[NH:16][C:12]=3[N:13]=[CH:14][N:15]=2)[CH:5]=[CH:6][C:7]=1[F:8].[CH3:20][C:21]1[CH:25]=[C:24]([C:26]([N:28]2[CH2:33][CH2:32][O:31][CH2:30][CH2:29]2)=[O:27])[NH:23][C:22]=1[CH:34]=O. The catalyst is N1CCCCC1.C(O)C. The product is [Cl:1][C:2]1[CH:3]=[C:4]([NH:9][C:10]2[C:11]3[C:18](=[CH:34][C:22]4[NH:23][C:24]([C:26]([N:28]5[CH2:29][CH2:30][O:31][CH2:32][CH2:33]5)=[O:27])=[CH:25][C:21]=4[CH3:20])[C:17](=[O:19])[NH:16][C:12]=3[N:13]=[CH:14][N:15]=2)[CH:5]=[CH:6][C:7]=1[F:8]. The yield is 0.690.